From a dataset of Forward reaction prediction with 1.9M reactions from USPTO patents (1976-2016). Predict the product of the given reaction. (1) Given the reactants [OH:1][C@H:2]1[CH2:6][NH:5][C@H:4]([C:7]([OH:9])=[O:8])[CH2:3]1.C(=O)(O)[O-].[Na+].O.[CH:16]1[C:28]2[CH:27]([CH2:29][O:30][C:31]([CH:29]([CH:27]3[C:28]4[C:20](=[CH:19][CH:18]=[CH:17][CH:16]=4)[C:21]4[C:26]3=[CH:25][CH:24]=[CH:23][CH:22]=4)[O:30][C:31](Cl)=[O:32])=[O:32])[C:26]3[C:21](=[CH:22][CH:23]=[CH:24][CH:25]=3)[C:20]=2[CH:19]=[CH:18][CH:17]=1, predict the reaction product. The product is: [CH:16]1[C:28]2[CH:27]([CH2:29][O:30][C:31]([N:5]3[CH2:6][C@H:2]([OH:1])[CH2:3][C@H:4]3[C:7]([OH:9])=[O:8])=[O:32])[C:26]3[C:21](=[CH:22][CH:23]=[CH:24][CH:25]=3)[C:20]=2[CH:19]=[CH:18][CH:17]=1. (2) Given the reactants [NH2:1][C:2]1[CH:7]=[CH:6][C:5]([Cl:8])=[CH:4][C:3]=1[C:9]([C:11]1[CH:16]=[CH:15][CH:14]=[C:13]([C:17]([F:20])([F:19])[F:18])[C:12]=1[O:21][CH3:22])=[O:10].[BH4-].[Na+], predict the reaction product. The product is: [NH2:1][C:2]1[CH:7]=[CH:6][C:5]([Cl:8])=[CH:4][C:3]=1[CH:9]([C:11]1[CH:16]=[CH:15][CH:14]=[C:13]([C:17]([F:18])([F:19])[F:20])[C:12]=1[O:21][CH3:22])[OH:10].